The task is: Predict the reaction yield, written as a fraction of the theoretical maximum amount of product (1.0 means a 100% yield; for example, 0.34 means a 34% yield).. This data is from Reaction yield outcomes from USPTO patents with 853,638 reactions. (1) The reactants are CS(O[CH2:6][CH2:7][C:8]([CH3:24])([N:10]1[CH:14]=[C:13]([C:15]2[C:16]3[CH:23]=[CH:22][NH:21][C:17]=3[N:18]=[CH:19][N:20]=2)[CH:12]=[N:11]1)[CH3:9])(=O)=O.[CH3:25][N:26](C=O)C.[C-]#N.[Na+]. The catalyst is O. The product is [CH3:9][C:8]([N:10]1[CH:14]=[C:13]([C:15]2[C:16]3[CH:23]=[CH:22][NH:21][C:17]=3[N:18]=[CH:19][N:20]=2)[CH:12]=[N:11]1)([CH3:24])[CH2:7][CH2:6][C:25]#[N:26]. The yield is 0.590. (2) The reactants are [CH3:1][N:2]([CH3:32])[C:3]([C:5]1[N:26]([CH:27]2[CH2:31][CH2:30][CH2:29][CH2:28]2)[C:8]2[N:9]=[C:10]([NH:13][C:14]3[CH:19]=[CH:18][C:17]([N:20]4[CH2:25][CH2:24][NH:23][CH2:22][CH2:21]4)=[CH:16][N:15]=3)[N:11]=[CH:12][C:7]=2[CH:6]=1)=[O:4].Br[CH:34]([CH3:37])[CH2:35][OH:36]. No catalyst specified. The yield is 0.250. The product is [CH3:1][N:2]([CH3:32])[C:3]([C:5]1[N:26]([CH:27]2[CH2:31][CH2:30][CH2:29][CH2:28]2)[C:8]2[N:9]=[C:10]([NH:13][C:14]3[CH:19]=[CH:18][C:17]([N:20]4[CH2:21][CH2:22][N:23]([CH:34]([CH3:37])[CH2:35][OH:36])[CH2:24][CH2:25]4)=[CH:16][N:15]=3)[N:11]=[CH:12][C:7]=2[CH:6]=1)=[O:4]. (3) The reactants are C(=O)([O-])[O-].[K+].[K+].[OH:7][C:8]1[CH:9]=[C:10]([CH:15]=[CH:16][C:17]=1[O:18][CH3:19])[C:11]([O:13][CH3:14])=[O:12].Br[CH2:21][CH2:22][CH2:23][Cl:24]. The catalyst is CN(C=O)C. The product is [Cl:24][CH2:23][CH2:22][CH2:21][O:7][C:8]1[CH:9]=[C:10]([CH:15]=[CH:16][C:17]=1[O:18][CH3:19])[C:11]([O:13][CH3:14])=[O:12]. The yield is 0.940. (4) The reactants are [CH2:1]([O:3][C:4](=[O:7])[CH2:5][NH2:6])[CH3:2].C(N(CC)CC)C.[C:15](O[C:15]([O:17][C:18]([CH3:21])([CH3:20])[CH3:19])=[O:16])([O:17][C:18]([CH3:21])([CH3:20])[CH3:19])=[O:16]. The catalyst is C(Cl)Cl. The product is [CH2:1]([O:3][C:4](=[O:7])[CH2:5][NH:6][C:15]([O:17][C:18]([CH3:21])([CH3:20])[CH3:19])=[O:16])[CH3:2]. The yield is 0.690. (5) The reactants are Cl[C:2]1[N:7]=[C:6]([C:8]2[N:12]3[CH:13]=[CH:14][CH:15]=[CH:16][C:11]3=[N:10][C:9]=2[C:17]2[CH:18]=[C:19]([CH:31]=[CH:32][CH:33]=2)[C:20]([NH:22][C:23]2[C:28]([F:29])=[CH:27][CH:26]=[CH:25][C:24]=2[F:30])=[O:21])[CH:5]=[CH:4][N:3]=1.[CH3:34][O:35][C:36]1[CH:42]=[C:41]([N:43]2[CH2:48][CH2:47][N:46]([CH2:49][CH2:50][O:51][CH3:52])[CH2:45][CH2:44]2)[CH:40]=[CH:39][C:37]=1[NH2:38].C1(C)C=CC(S(O)(=O)=O)=CC=1.C(O)C(F)(F)F.N. The catalyst is CO.C(Cl)Cl. The product is [F:30][C:24]1[CH:25]=[CH:26][CH:27]=[C:28]([F:29])[C:23]=1[NH:22][C:20](=[O:21])[C:19]1[CH:31]=[CH:32][CH:33]=[C:17]([C:9]2[N:10]=[C:11]3[CH:16]=[CH:15][CH:14]=[CH:13][N:12]3[C:8]=2[C:6]2[CH:5]=[CH:4][N:3]=[C:2]([NH:38][C:37]3[CH:39]=[CH:40][C:41]([N:43]4[CH2:48][CH2:47][N:46]([CH2:49][CH2:50][O:51][CH3:52])[CH2:45][CH2:44]4)=[CH:42][C:36]=3[O:35][CH3:34])[N:7]=2)[CH:18]=1. The yield is 0.530.